This data is from Reaction yield outcomes from USPTO patents with 853,638 reactions. The task is: Predict the reaction yield, written as a fraction of the theoretical maximum amount of product (1.0 means a 100% yield; for example, 0.34 means a 34% yield). (1) The reactants are [CH2:1]([O:8][C:9]1[CH:14]=[CH:13][CH:12]=[CH:11][C:10]=1[C:15]1[NH:16][C:17](=[O:25])[C:18](=[C:21]([S:23][CH3:24])[CH:22]=1)[C:19]#[N:20])[C:2]1[CH:7]=[CH:6][CH:5]=[CH:4][CH:3]=1.ClC1C=CC=C(C(OO)=[O:34])C=1. The catalyst is C(Cl)Cl. The product is [CH2:1]([O:8][C:9]1[CH:14]=[CH:13][CH:12]=[CH:11][C:10]=1[C:15]1[NH:16][C:17](=[O:25])[C:18](=[C:21]([S:23]([CH3:24])=[O:34])[CH:22]=1)[C:19]#[N:20])[C:2]1[CH:3]=[CH:4][CH:5]=[CH:6][CH:7]=1. The yield is 0.960. (2) The catalyst is C1COCC1. The yield is 0.480. The reactants are [Br:1][C:2]1[CH:11]=[CH:10][C:5]2[N:6]=[C:7]([CH3:9])[NH:8][C:4]=2[CH:3]=1.[C:12](O[C:12]([O:14][C:15]([CH3:18])([CH3:17])[CH3:16])=[O:13])([O:14][C:15]([CH3:18])([CH3:17])[CH3:16])=[O:13]. The product is [Br:1][C:2]1[CH:11]=[CH:10][C:5]2[N:6]=[C:7]([CH3:9])[N:8]([C:12]([O:14][C:15]([CH3:18])([CH3:17])[CH3:16])=[O:13])[C:4]=2[CH:3]=1. (3) The reactants are C1(P(C2C=CC=CC=2)C2C=CC=CC=2)C=CC=CC=1.BrN1C(=O)CCC1=O.[CH:28]1([CH2:33][CH:34]([C:38]2[CH:43]=[CH:42][CH:41]=[C:40]([S:44]([C:47]([F:50])([F:49])[F:48])(=[O:46])=[O:45])[CH:39]=2)[C:35]([OH:37])=O)[CH2:32][CH2:31][CH2:30][CH2:29]1.[NH2:51][C:52]1[S:53][CH:54]=[CH:55][N:56]=1. The catalyst is C(Cl)Cl. The product is [CH:28]1([CH2:33][CH:34]([C:38]2[CH:43]=[CH:42][CH:41]=[C:40]([S:44]([C:47]([F:49])([F:50])[F:48])(=[O:45])=[O:46])[CH:39]=2)[C:35]([NH:51][C:52]2[S:53][CH:54]=[CH:55][N:56]=2)=[O:37])[CH2:32][CH2:31][CH2:30][CH2:29]1. The yield is 0.720.